The task is: Predict the reaction yield, written as a fraction of the theoretical maximum amount of product (1.0 means a 100% yield; for example, 0.34 means a 34% yield).. This data is from Reaction yield outcomes from USPTO patents with 853,638 reactions. The reactants are [F:1][C:2]1[C:7]([OH:8])=[CH:6][CH:5]=[C:4]([F:9])[C:3]=1[NH:10][C:11](=O)[C:12]1[CH:17]=[C:16]([O:18][CH3:19])[CH:15]=[C:14]([C:20]2[CH:25]=[CH:24][CH:23]=[C:22]([F:26])[CH:21]=2)[C:13]=1[F:27]. The catalyst is C1COCC1. The product is [F:1][C:2]1[C:3]([NH:10][CH2:11][C:12]2[CH:17]=[C:16]([O:18][CH3:19])[CH:15]=[C:14]([C:20]3[CH:25]=[CH:24][CH:23]=[C:22]([F:26])[CH:21]=3)[C:13]=2[F:27])=[C:4]([F:9])[CH:5]=[CH:6][C:7]=1[OH:8]. The yield is 0.620.